Dataset: Forward reaction prediction with 1.9M reactions from USPTO patents (1976-2016). Task: Predict the product of the given reaction. (1) Given the reactants [F:1][C:2]1[CH:10]=[C:9]([F:11])[C:8]([F:12])=[CH:7][C:3]=1[C:4]([OH:6])=[O:5].[C:13](Cl)(=O)[C:14](Cl)=O.C(O)C, predict the reaction product. The product is: [CH2:13]([O:5][C:4](=[O:6])[C:3]1[CH:7]=[C:8]([F:12])[C:9]([F:11])=[CH:10][C:2]=1[F:1])[CH3:14]. (2) Given the reactants Cl[C:2]1[C:7]([C:8]([O:10][CH2:11][CH3:12])=[S:9])=[CH:6][N:5]=[C:4]([CH3:13])[N:3]=1.[CH3:14][NH2:15].CCO.O, predict the reaction product. The product is: [CH3:14][NH:15][C:2]1[C:7]([C:8]([O:10][CH2:11][CH3:12])=[S:9])=[CH:6][N:5]=[C:4]([CH3:13])[N:3]=1. (3) Given the reactants [N:1]1([C:7]([N:9]2[CH2:14][CH:13]([C:15]3[CH:20]=[CH:19][C:18]([O:21][C:22]([F:25])([F:24])[F:23])=[CH:17][CH:16]=3)[CH2:12][CH:11]([C:26]([OH:28])=O)[CH2:10]2)=[O:8])[CH2:6][CH2:5][S:4][CH2:3][CH2:2]1.CN(C(ON1N=NC2C=CC=NC1=2)=[N+](C)C)C.F[P-](F)(F)(F)(F)F.CCN(C(C)C)C(C)C.O[NH:63][C:64](=[NH:69])[O:65][CH:66]([CH3:68])[CH3:67], predict the reaction product. The product is: [CH:66]([O:65][C:64]1[N:69]=[C:26]([CH:11]2[CH2:12][CH:13]([C:15]3[CH:20]=[CH:19][C:18]([O:21][C:22]([F:25])([F:24])[F:23])=[CH:17][CH:16]=3)[CH2:14][N:9]([C:7]([N:1]3[CH2:2][CH2:3][S:4][CH2:5][CH2:6]3)=[O:8])[CH2:10]2)[O:28][N:63]=1)([CH3:68])[CH3:67]. (4) Given the reactants [NH2:1][CH:2]1[CH2:7][CH2:6][N:5]([C:8]([O:10][C:11]([CH3:14])([CH3:13])[CH3:12])=[O:9])[CH2:4][CH2:3]1.[CH3:15][S:16](Cl)(=[O:18])=[O:17].N1C=CC=CC=1.O, predict the reaction product. The product is: [C:11]([O:10][C:8]([N:5]1[CH2:4][CH2:3][CH:2]([NH:1][S:16]([CH3:15])(=[O:18])=[O:17])[CH2:7][CH2:6]1)=[O:9])([CH3:14])([CH3:13])[CH3:12]. (5) Given the reactants CC(C)([O-])C.[K+].Br[CH2:8][C:9]([N:11]([C:15]1[CH:20]=[C:19]([CH3:21])[C:18]([Br:22])=[C:17]([CH3:23])[CH:16]=1)[CH2:12][CH2:13][OH:14])=[O:10].O, predict the reaction product. The product is: [Br:22][C:18]1[C:19]([CH3:21])=[CH:20][C:15]([N:11]2[CH2:12][CH2:13][O:14][CH2:8][C:9]2=[O:10])=[CH:16][C:17]=1[CH3:23]. (6) The product is: [Cl:8][C:9]1[CH:10]=[CH:11][C:12]([C:15]2[CH:20]=[CH:19][C:18]([NH:21][C:22](=[O:33])/[CH:23]=[CH:24]/[C:25]3[CH:30]=[CH:29][C:28]([CH2:31][NH:7][CH:1]4[CH2:6][CH2:5][CH2:4][CH2:3][CH2:2]4)=[CH:27][CH:26]=3)=[CH:17][CH:16]=2)=[CH:13][CH:14]=1. Given the reactants [CH:1]1([NH2:7])[CH2:6][CH2:5][CH2:4][CH2:3][CH2:2]1.[Cl:8][C:9]1[CH:14]=[CH:13][C:12]([C:15]2[CH:20]=[CH:19][C:18]([NH:21][C:22](=[O:33])/[CH:23]=[CH:24]/[C:25]3[CH:30]=[CH:29][C:28]([CH2:31]Cl)=[CH:27][CH:26]=3)=[CH:17][CH:16]=2)=[CH:11][CH:10]=1, predict the reaction product. (7) Given the reactants [C:1]([C:3]1[CH:19]=[CH:18][C:6]([O:7][C:8]2[CH:17]=[C:16]3[C:11]([CH2:12][CH2:13][NH:14][CH2:15]3)=[CH:10][CH:9]=2)=[CH:5][CH:4]=1)#[N:2].[F:20][C:21]([F:47])([F:46])[C:22]1[CH:27]=[CH:26][C:25]([C:28]2[C:29]([C:34]([NH:36][C:37]3[CH:38]=[C:39]([C:43](O)=[O:44])[N:40]([CH3:42])[CH:41]=3)=[O:35])=[CH:30][CH:31]=[CH:32][CH:33]=2)=[CH:24][CH:23]=1.CN(C(ON1N=NC2C=CC=CC1=2)=[N+](C)C)C.[B-](F)(F)(F)F.C(N(CC)CC)C, predict the reaction product. The product is: [C:1]([C:3]1[CH:4]=[CH:5][C:6]([O:7][C:8]2[CH:17]=[C:16]3[C:11]([CH2:12][CH2:13][N:14]([C:43]([C:39]4[N:40]([CH3:42])[CH:41]=[C:37]([NH:36][C:34]([C:29]5[C:28]([C:25]6[CH:24]=[CH:23][C:22]([C:21]([F:47])([F:20])[F:46])=[CH:27][CH:26]=6)=[CH:33][CH:32]=[CH:31][CH:30]=5)=[O:35])[CH:38]=4)=[O:44])[CH2:15]3)=[CH:10][CH:9]=2)=[CH:18][CH:19]=1)#[N:2]. (8) Given the reactants C1(C2N=C([C:9]([NH2:11])=[NH:10])SC=2)CC1.Br[C:13]1[S:14][CH:15]=[C:16]([C:18]([F:21])([F:20])[F:19])[N:17]=1.BrCC(C1CC1)=O, predict the reaction product. The product is: [F:19][C:18]([F:21])([F:20])[C:16]1[N:17]=[C:13]([C:9]([NH2:11])=[NH:10])[S:14][CH:15]=1. (9) Given the reactants [F:1][C:2]1[CH:8]=[CH:7][C:5]([NH2:6])=[CH:4][CH:3]=1.[I:9]I, predict the reaction product. The product is: [F:1][C:2]1[CH:8]=[CH:7][C:5]([NH2:6])=[C:4]([I:9])[CH:3]=1.